From a dataset of NCI-60 drug combinations with 297,098 pairs across 59 cell lines. Regression. Given two drug SMILES strings and cell line genomic features, predict the synergy score measuring deviation from expected non-interaction effect. (1) Drug 1: C1CCC(CC1)NC(=O)N(CCCl)N=O. Drug 2: CCC1(CC2CC(C3=C(CCN(C2)C1)C4=CC=CC=C4N3)(C5=C(C=C6C(=C5)C78CCN9C7C(C=CC9)(C(C(C8N6C=O)(C(=O)OC)O)OC(=O)C)CC)OC)C(=O)OC)O.OS(=O)(=O)O. Cell line: OVCAR-4. Synergy scores: CSS=7.62, Synergy_ZIP=-3.05, Synergy_Bliss=-0.0539, Synergy_Loewe=-11.3, Synergy_HSA=1.45. (2) Drug 1: CC1=C(C(=O)C2=C(C1=O)N3CC4C(C3(C2COC(=O)N)OC)N4)N. Drug 2: C1C(C(OC1N2C=NC(=NC2=O)N)CO)O. Cell line: HS 578T. Synergy scores: CSS=21.9, Synergy_ZIP=-0.391, Synergy_Bliss=6.72, Synergy_Loewe=-3.12, Synergy_HSA=0.911. (3) Drug 1: CCC1=C2CN3C(=CC4=C(C3=O)COC(=O)C4(CC)O)C2=NC5=C1C=C(C=C5)O. Drug 2: C#CCC(CC1=CN=C2C(=N1)C(=NC(=N2)N)N)C3=CC=C(C=C3)C(=O)NC(CCC(=O)O)C(=O)O. Cell line: HCC-2998. Synergy scores: CSS=31.5, Synergy_ZIP=-9.63, Synergy_Bliss=-11.3, Synergy_Loewe=-6.14, Synergy_HSA=-5.77. (4) Cell line: RXF 393. Synergy scores: CSS=4.21, Synergy_ZIP=-2.60, Synergy_Bliss=-0.525, Synergy_Loewe=-1.30, Synergy_HSA=-1.20. Drug 2: CC(C1=C(C=CC(=C1Cl)F)Cl)OC2=C(N=CC(=C2)C3=CN(N=C3)C4CCNCC4)N. Drug 1: C1=CC(=CC=C1CC(C(=O)O)N)N(CCCl)CCCl.Cl. (5) Drug 1: CCC(=C(C1=CC=CC=C1)C2=CC=C(C=C2)OCCN(C)C)C3=CC=CC=C3.C(C(=O)O)C(CC(=O)O)(C(=O)O)O. Drug 2: CN(C(=O)NC(C=O)C(C(C(CO)O)O)O)N=O. Cell line: 786-0. Synergy scores: CSS=1.39, Synergy_ZIP=0.559, Synergy_Bliss=3.25, Synergy_Loewe=1.12, Synergy_HSA=1.43. (6) Drug 1: C1=C(C(=O)NC(=O)N1)F. Drug 2: C1=NC2=C(N=C(N=C2N1C3C(C(C(O3)CO)O)F)Cl)N. Cell line: U251. Synergy scores: CSS=38.6, Synergy_ZIP=-16.4, Synergy_Bliss=-12.1, Synergy_Loewe=-10.8, Synergy_HSA=-7.89.